From a dataset of Catalyst prediction with 721,799 reactions and 888 catalyst types from USPTO. Predict which catalyst facilitates the given reaction. (1) Reactant: [NH2:1][C:2]1[CH:3]=[CH:4][C:5]([N:9]2[CH:13]=[CH:12][C:11]([C:14]#[N:15])=[CH:10]2)=[C:6]([F:8])[CH:7]=1.Cl[C:17]([O:19][CH2:20][CH3:21])=[O:18]. Product: [CH2:20]([O:19][C:17]([NH:1][C:2]1[CH:3]=[CH:4][C:5]([N:9]2[CH:13]=[CH:12][C:11]([C:14]#[N:15])=[CH:10]2)=[C:6]([F:8])[CH:7]=1)=[O:18])[CH3:21]. The catalyst class is: 17. (2) Reactant: [C:1]1([CH2:11][N:12]2[C:16]3[CH:17]=[CH:18][CH:19]=[CH:20][C:15]=3[NH:14][C:13]2=[O:21])[C:10]2[C:5](=[CH:6][CH:7]=[CH:8][CH:9]=2)[CH:4]=[CH:3][CH:2]=1.[H-].[Na+].Br[CH2:25][C:26]1[CH:27]=[C:28]([CH:33]=[CH:34][CH:35]=1)[C:29]([O:31][CH3:32])=[O:30]. Product: [CH3:32][O:31][C:29](=[O:30])[C:28]1[CH:33]=[CH:34][CH:35]=[C:26]([CH2:25][N:14]2[C:15]3[CH:20]=[CH:19][CH:18]=[CH:17][C:16]=3[N:12]([CH2:11][C:1]3[C:10]4[C:5](=[CH:6][CH:7]=[CH:8][CH:9]=4)[CH:4]=[CH:3][CH:2]=3)[C:13]2=[O:21])[CH:27]=1. The catalyst class is: 39. (3) Reactant: [CH3:1][N:2]1[CH:6]=[C:5]([N+:7]([O-:9])=[O:8])[CH:4]=[C:3]1[CH:10]=[O:11].[BH4-].[Na+].O. Product: [CH3:1][N:2]1[CH:6]=[C:5]([N+:7]([O-:9])=[O:8])[CH:4]=[C:3]1[CH2:10][OH:11]. The catalyst class is: 8. (4) Reactant: [CH3:1][O:2][C:3]1[CH:8]=[CH:7][C:6]([NH2:9])=[CH:5][CH:4]=1.[C:10]([C:13]1[CH:18]=[CH:17][C:16]([S:19](Cl)(=[O:21])=[O:20])=[CH:15][CH:14]=1)(=[O:12])[CH3:11].N1C=CC=CC=1.Cl. Product: [C:10]([C:13]1[CH:14]=[CH:15][C:16]([S:19]([NH:9][C:6]2[CH:7]=[CH:8][C:3]([O:2][CH3:1])=[CH:4][CH:5]=2)(=[O:21])=[O:20])=[CH:17][CH:18]=1)(=[O:12])[CH3:11]. The catalyst class is: 2. (5) Reactant: O.[C:2]([OH:7])(=[O:6])[C:3]([OH:5])=[O:4].O1C=CC2C([O:17][CH2:18][C@@H:19]([OH:42])[CH2:20][N:21]3[CH2:26][CH2:25][CH:24]([C:27]4[S:31][C:30]5[CH:32]=[CH:33][CH:34]=[CH:35][C:29]=5[C:28]=4[CH2:36][CH2:37][CH2:38][N:39]([CH3:41])[CH3:40])[CH2:23][CH2:22]3)=CC=CC1=2.[O:43]1[CH2:45][C@H:44]1[CH2:46][O:47][C:48]1[C:53]2[O:54][CH:55]=[CH:56][C:52]=2[CH:51]=[CH:50][CH:49]=1. Product: [OH2:4].[C:2]([OH:7])(=[O:6])[C:3]([OH:5])=[O:4].[O:54]1[CH:55]=[CH:56][C:52]2[CH:51]=[CH:50][CH:49]=[C:48]([O:17][CH2:18][C@@H:19]([OH:42])[CH2:20][N:21]3[CH2:22][CH2:23][CH:24]([C:27]4[S:31][C:30]5[CH:32]=[CH:33][CH:34]=[CH:35][C:29]=5[C:28]=4[CH2:36][CH2:37][CH2:38][N:39]([CH3:41])[CH3:40])[CH2:25][CH2:26]3)[C:53]1=2.[O:54]1[CH:55]=[CH:56][C:52]2[CH:51]=[CH:50][CH:49]=[C:48]([O:47][CH2:46][C@@H:44]([OH:43])[CH2:45][N:21]3[CH2:26][CH2:25][CH:24]([C:27]4[S:31][C:30]5[CH:32]=[CH:33][CH:34]=[CH:35][C:29]=5[C:28]=4[CH2:36][CH2:37][CH2:38][N:39]([CH3:41])[CH3:40])[CH2:23][CH2:22]3)[C:53]1=2.[C:2]([OH:7])(=[O:6])[C:3]([OH:5])=[O:4]. The catalyst class is: 5. (6) The catalyst class is: 28. Product: [F:14][C:13]([F:15])([F:16])[CH2:12][CH:11]([CH2:17][C:18]([F:19])([F:20])[F:21])[CH2:10][OH:9]. Reactant: [H-].[H-].[H-].[H-].[Li+].[Al+3].C([O:9][C:10](=O)[CH:11]([CH2:17][C:18]([F:21])([F:20])[F:19])[CH2:12][C:13]([F:16])([F:15])[F:14])C. (7) Reactant: [NH2:1][CH2:2][CH2:3][CH2:4][N:5]1[CH:10]=[C:9]([F:11])[CH:8]=[C:7]([C@H:12]2[CH2:16][CH2:15][CH2:14][N:13]2[C:17]2[CH:22]=[CH:21][N:20]3[N:23]=[CH:24][C:25]([C:26]([O:28]CC)=[O:27])=[C:19]3[N:18]=2)[C:6]1=[O:31].C1COCC1.CO.[Li+].[OH-].Cl. Product: [NH2:1][CH2:2][CH2:3][CH2:4][N:5]1[CH:10]=[C:9]([F:11])[CH:8]=[C:7]([C@H:12]2[CH2:16][CH2:15][CH2:14][N:13]2[C:17]2[CH:22]=[CH:21][N:20]3[N:23]=[CH:24][C:25]([C:26]([OH:28])=[O:27])=[C:19]3[N:18]=2)[C:6]1=[O:31]. The catalyst class is: 5. (8) Reactant: [Cl:1][C:2]1[CH:7]=[CH:6][C:5]([CH2:8][NH:9][C:10](=[O:20])[CH2:11][NH:12]C(=O)OC(C)(C)C)=[CH:4][C:3]=1[NH:21][C:22]1[S:23]/[C:24](=[CH:28]\[C:29]2[CH:30]=[C:31]3[C:36](=[CH:37][CH:38]=2)[N:35]=[CH:34][CH:33]=[CH:32]3)/[C:25](=[O:27])[N:26]=1. Product: [Cl:1][C:2]1[CH:7]=[CH:6][C:5]([CH2:8][NH:9][C:10](=[O:20])[CH2:11][NH2:12])=[CH:4][C:3]=1[NH:21][C:22]1[S:23]/[C:24](=[CH:28]\[C:29]2[CH:30]=[C:31]3[C:36](=[CH:37][CH:38]=2)[N:35]=[CH:34][CH:33]=[CH:32]3)/[C:25](=[O:27])[N:26]=1. The catalyst class is: 55. (9) Product: [C:3]([O:7][C:8]([N:10]1[CH2:15][CH2:14][CH2:13][CH:12]([N:16]([C:17]2[CH:22]=[CH:21][N:20]=[C:19]([C:23]3[N:27]4[CH:28]=[C:29]([C:32]#[N:33])[CH:30]=[CH:31][CH:26]4[NH:25][CH:24]=3)[N:18]=2)[CH3:36])[CH2:11]1)=[O:9])([CH3:6])([CH3:4])[CH3:5]. The catalyst class is: 3. Reactant: [H-].[Na+].[C:3]([O:7][C:8]([N:10]1[CH2:15][CH2:14][CH2:13][C@@H:12]([NH:16][C:17]2[CH:22]=[CH:21][N:20]=[C:19]([C:23]3[N:27]4[CH:28]=[C:29]([C:32]#[N:33])[CH:30]=[CH:31][C:26]4=[N:25][CH:24]=3)[N:18]=2)[CH2:11]1)=[O:9])([CH3:6])([CH3:5])[CH3:4].[H][H].[CH3:36]I. (10) Reactant: C(OC(=O)[NH:7][C@@H:8]1[C@@H:12]([N:13]2[CH2:18][CH2:17][CH2:16][CH2:15][C:14]2=[O:19])[CH2:11][N:10]([C:20]2[CH:21]=[N:22][C:23]([O:26][CH2:27][CH2:28][C@H:29]([CH:31]3[CH2:36][CH2:35][N:34]([C:37]4[O:41][N:40]=[C:39]([CH:42]([CH3:44])[CH3:43])[N:38]=4)[CH2:33][CH2:32]3)[CH3:30])=[N:24][CH:25]=2)[CH2:9]1)(C)(C)C.[ClH:46]. Product: [ClH:46].[NH2:7][C@H:8]1[CH2:9][N:10]([C:20]2[CH:21]=[N:22][C:23]([O:26][CH2:27][CH2:28][C@H:29]([CH:31]3[CH2:32][CH2:33][N:34]([C:37]4[O:41][N:40]=[C:39]([CH:42]([CH3:43])[CH3:44])[N:38]=4)[CH2:35][CH2:36]3)[CH3:30])=[N:24][CH:25]=2)[CH2:11][C@@H:12]1[N:13]1[CH2:18][CH2:17][CH2:16][CH2:15][C:14]1=[O:19]. The catalyst class is: 12.